From a dataset of Reaction yield outcomes from USPTO patents with 853,638 reactions. Predict the reaction yield, written as a fraction of the theoretical maximum amount of product (1.0 means a 100% yield; for example, 0.34 means a 34% yield). The reactants are [NH2:1][C:2]1[CH:21]=[CH:20][C:5]([O:6][C:7]2[N:12]=[CH:11][N:10]=[C:9]([NH:13][C:14]3[CH:19]=[CH:18][CH:17]=[CH:16][CH:15]=3)[CH:8]=2)=[CH:4][CH:3]=1.C1([O:28][C:29](=O)[NH:30][C:31]2[CH:36]=[CH:35][CH:34]=[C:33]([S:37]([CH3:40])(=[O:39])=[O:38])[CH:32]=2)C=CC=CC=1.O. The catalyst is CS(C)=O.C(OCC)(=O)C.CCCCCC. The product is [CH3:40][S:37]([C:33]1[CH:32]=[C:31]([NH:30][C:29]([NH:1][C:2]2[CH:21]=[CH:20][C:5]([O:6][C:7]3[CH:8]=[C:9]([NH:13][C:14]4[CH:19]=[CH:18][CH:17]=[CH:16][CH:15]=4)[N:10]=[CH:11][N:12]=3)=[CH:4][CH:3]=2)=[O:28])[CH:36]=[CH:35][CH:34]=1)(=[O:38])=[O:39]. The yield is 0.810.